This data is from Reaction yield outcomes from USPTO patents with 853,638 reactions. The task is: Predict the reaction yield, written as a fraction of the theoretical maximum amount of product (1.0 means a 100% yield; for example, 0.34 means a 34% yield). (1) The reactants are [CH2:1]([OH:6])[CH2:2][C@@H:3]([OH:5])[CH3:4].N1C(C)=CC(C)=CC=1C.[C:16](Cl)(=[O:18])[CH3:17]. The catalyst is C(Cl)Cl. The product is [OH:5][CH:3]([CH3:4])[CH2:2][CH2:1][O:6][C:16](=[O:18])[CH3:17]. The yield is 0.660. (2) The catalyst is C(O)C.C(OCC)(=O)C.[BH4-].[Na+].[C].[Pd]. The reactants are [NH2:1][C:2]1[C:7]([N+:8]([O-])=O)=[C:6]([C:11]2[S:12][CH:13]=[CH:14][CH:15]=2)[CH:5]=[CH:4][N:3]=1.[Cl-].[NH4+]. The product is [NH2:1][C:2]1[C:7]([NH2:8])=[C:6]([C:11]2[S:12][CH:13]=[CH:14][CH:15]=2)[CH:5]=[CH:4][N:3]=1. The yield is 0.820. (3) The reactants are C(O[BH-](OC(=O)C)OC(=O)C)(=O)C.[Na+].[CH2:15]([N:22]([CH:32]([CH3:34])[CH3:33])[C:23]1[N:24]=[C:25]([Cl:31])[C:26]([CH:29]=O)=[N:27][CH:28]=1)[C:16]1[CH:21]=[CH:20][CH:19]=[CH:18][CH:17]=1.[CH2:35]([NH:42][CH2:43][CH2:44][OH:45])[C:36]1[CH:41]=[CH:40][CH:39]=[CH:38][CH:37]=1.C(=O)([O-])O.[Na+]. The catalyst is C(#N)C.C(O)(=O)C. The product is [CH2:35]([N:42]([CH2:29][C:26]1[C:25]([Cl:31])=[N:24][C:23]([N:22]([CH2:15][C:16]2[CH:21]=[CH:20][CH:19]=[CH:18][CH:17]=2)[CH:32]([CH3:34])[CH3:33])=[CH:28][N:27]=1)[CH2:43][CH2:44][OH:45])[C:36]1[CH:41]=[CH:40][CH:39]=[CH:38][CH:37]=1. The yield is 0.940. (4) The reactants are [Cl:1][C:2]1[CH:24]=[CH:23][C:5]([O:6][CH2:7][C:8]([N:10]2[CH2:15][CH2:14][N:13](C(OC(C)(C)C)=O)[CH2:12][CH2:11]2)=[O:9])=[CH:4][CH:3]=1.C(O)(C(F)(F)F)=O. The catalyst is ClCCl. The product is [Cl:1][C:2]1[CH:3]=[CH:4][C:5]([O:6][CH2:7][C:8]([N:10]2[CH2:15][CH2:14][NH:13][CH2:12][CH2:11]2)=[O:9])=[CH:23][CH:24]=1. The yield is 0.720. (5) The yield is 0.535. No catalyst specified. The reactants are P([O-])([O-])([O-])=O.[K+].[K+].[K+].Br[C:10]1[CH:11]=[C:12]2[C:16](=[CH:17][CH:18]=1)[N:15]([CH:19]1[CH2:24][CH2:23][CH2:22][CH2:21][O:20]1)[N:14]=[C:13]2[C:25]1[N:30]=[C:29]([N:31]2[CH2:36][CH2:35][CH:34]([NH:37][C:38](=[O:44])[O:39][C:40]([CH3:43])([CH3:42])[CH3:41])[CH2:33][CH2:32]2)[CH:28]=[N:27][CH:26]=1.[F:45][C:46]1[C:51]([O:52][CH3:53])=[CH:50][CH:49]=[CH:48][C:47]=1B(O)O. The product is [F:45][C:46]1[C:51]([O:52][CH3:53])=[CH:50][CH:49]=[CH:48][C:47]=1[C:10]1[CH:11]=[C:12]2[C:16](=[CH:17][CH:18]=1)[N:15]([CH:19]1[CH2:24][CH2:23][CH2:22][CH2:21][O:20]1)[N:14]=[C:13]2[C:25]1[N:30]=[C:29]([N:31]2[CH2:32][CH2:33][CH:34]([NH:37][C:38](=[O:44])[O:39][C:40]([CH3:41])([CH3:42])[CH3:43])[CH2:35][CH2:36]2)[CH:28]=[N:27][CH:26]=1. (6) The reactants are [NH2:1][C:2]1[N:7]=[CH:6][C:5]([C:8]([N:10]2[C@@H:15]([CH3:16])[CH2:14][O:13][CH2:12][C@H:11]2[CH3:17])=[O:9])=[CH:4][CH:3]=1.Br[C:19]1[C:20](=[O:27])[N:21]([CH3:26])[N:22]=[C:23]([Cl:25])[CH:24]=1.C(=O)([O-])[O-].[Cs+].[Cs+].CC1(C)C2C(=C(P(C3C=CC=CC=3)C3C=CC=CC=3)C=CC=2)OC2C(P(C3C=CC=CC=3)C3C=CC=CC=3)=CC=CC1=2. The catalyst is C1C=CC(/C=C/C(/C=C/C2C=CC=CC=2)=O)=CC=1.C1C=CC(/C=C/C(/C=C/C2C=CC=CC=2)=O)=CC=1.C1C=CC(/C=C/C(/C=C/C2C=CC=CC=2)=O)=CC=1.[Pd].[Pd].O1CCOCC1. The product is [Cl:25][C:23]1[CH:24]=[C:19]([NH:1][C:2]2[CH:3]=[CH:4][C:5]([C:8]([N:10]3[C@@H:15]([CH3:16])[CH2:14][O:13][CH2:12][C@H:11]3[CH3:17])=[O:9])=[CH:6][N:7]=2)[C:20](=[O:27])[N:21]([CH3:26])[N:22]=1. The yield is 0.370. (7) The reactants are S(Cl)(Cl)=O.[Cl:5][C:6]1[CH:11]=[CH:10][CH:9]=[CH:8][C:7]=1[CH:12](O)[CH3:13].[ClH:15]. The catalyst is C1(C)C=CC=CC=1. The product is [Cl:5][C:6]1[CH:11]=[CH:10][CH:9]=[CH:8][C:7]=1[CH:12]([Cl:15])[CH3:13]. The yield is 0.720. (8) The reactants are [C:12]([O:11][C:9](O[C:9]([O:11][C:12]([CH3:15])([CH3:14])[CH3:13])=[O:10])=[O:10])([CH3:15])([CH3:14])[CH3:13].[Br:16][C:17]1[CH:22]=[CH:21][C:20]([CH2:23][CH2:24][CH2:25]C(O)=O)=[CH:19][CH:18]=1. The catalyst is CN(C1C=CN=CC=1)C.C(O)(C)(C)C. The product is [Br:16][C:17]1[CH:22]=[CH:21][C:20]([CH2:23][CH2:24][CH2:25][C:9]([O:11][C:12]([CH3:13])([CH3:14])[CH3:15])=[O:10])=[CH:19][CH:18]=1. The yield is 0.460.